This data is from Full USPTO retrosynthesis dataset with 1.9M reactions from patents (1976-2016). The task is: Predict the reactants needed to synthesize the given product. Given the product [C:10]([O:14][C:15](=[O:16])[NH:17][CH2:18][C:19](=[O:21])[N:47]1[CH2:48][CH2:49][N:44]([C:50](=[O:51])[C:52]2[CH:57]=[CH:56][CH:55]=[CH:54][C:53]=2[C:58]([F:61])([F:59])[F:60])[CH2:45][CH2:46]1)([CH3:11])([CH3:12])[CH3:13], predict the reactants needed to synthesize it. The reactants are: CCN(C(C)C)C(C)C.[C:10]([O:14][C:15]([NH:17][CH2:18][C:19]([OH:21])=O)=[O:16])([CH3:13])([CH3:12])[CH3:11].CCN=C=NCCCN(C)C.C1C=CC2N(O)N=NC=2C=1.Cl.[N:44]1([C:50]([C:52]2[CH:57]=[CH:56][CH:55]=[CH:54][C:53]=2[C:58]([F:61])([F:60])[F:59])=[O:51])[CH2:49][CH2:48][NH:47][CH2:46][CH2:45]1.